From a dataset of Full USPTO retrosynthesis dataset with 1.9M reactions from patents (1976-2016). Predict the reactants needed to synthesize the given product. (1) Given the product [Cl:1][C:2]1[N:7]=[CH:6][N:5]=[C:4]([C:8]([C:21]2[CH:20]=[C:19]3[C:24](=[C:23]([CH3:25])[CH:22]=2)[N:16]([CH3:15])[CH2:17][C:18]3([CH3:27])[CH3:26])=[O:9])[CH:3]=1, predict the reactants needed to synthesize it. The reactants are: [Cl:1][C:2]1[N:7]=[CH:6][N:5]=[C:4]([C:8](Cl)=[O:9])[CH:3]=1.[Cl-].[Cl-].[Cl-].[Al+3].[CH3:15][N:16]1[C:24]2[C:19](=[CH:20][CH:21]=[CH:22][C:23]=2[CH3:25])[C:18]([CH3:27])([CH3:26])[CH2:17]1. (2) Given the product [CH3:28][O:27][C:11]1[CH:10]=[C:9]([CH2:8][O:7][CH3:32])[CH:14]=[CH:13][C:12]=1[NH:15][C:16]([C:18]1[CH:19]=[N:20][N:21]2[CH:26]=[CH:25][CH:24]=[N:23][C:22]=12)=[O:17].[OH:7][CH2:8][C:9]1[CH:14]=[CH:13][C:12]([NH:15][C:16]([C:18]2[CH:19]=[N:20][N:21]3[CH:26]=[CH:25][CH:24]=[N:23][C:22]=23)=[O:17])=[C:11]([O:27][CH3:28])[CH:10]=1, predict the reactants needed to synthesize it. The reactants are: Cl.C([SiH2][O:7][C:8](C)(C)[C:9]1[CH:14]=[CH:13][C:12]([NH:15][C:16]([C:18]2[CH:19]=[N:20][N:21]3[CH:26]=[CH:25][CH:24]=[N:23][C:22]=23)=[O:17])=[C:11]([O:27][CH3:28])[CH:10]=1)(C)(C)C.Cl[CH2:32]Cl. (3) Given the product [CH2:25]([N:17]1[C:18]2[C:23](=[CH:22][CH:21]=[CH:20][CH:19]=2)[CH2:24][CH:15]([NH2:14])[CH2:16]1)[C:26]1[CH:27]=[CH:28][CH:29]=[CH:30][CH:31]=1, predict the reactants needed to synthesize it. The reactants are: FC(F)(F)C(O)=O.C(OC(=O)[NH:14][CH:15]1[CH2:24][C:23]2[C:18](=[CH:19][CH:20]=[CH:21][CH:22]=2)[N:17]([CH2:25][C:26]2[CH:31]=[CH:30][CH:29]=[CH:28][CH:27]=2)[CH2:16]1)(C)(C)C.C(=O)([O-])[O-].[K+].[K+]. (4) The reactants are: [N:1]1[CH:6]=[CH:5][CH:4]=[CH:3][C:2]=1[CH2:7][N:8]1[CH:17]=[CH:16][C:15]2[C:10](=[CH:11][CH:12]=[C:13]([NH:18]N)[CH:14]=2)[C:9]1=[O:20].[NH:21]1C2[C:24](=[CH:25]C=CC=2)[CH:23]=[CH:22]1.[Cl:30]CCCC1OCCO1. Given the product [NH2:21][CH2:22][CH2:23][C:24]1[C:14]2=[C:15]3[C:10](=[CH:11][CH:12]=[C:13]2[NH:18][CH:25]=1)[C:9](=[O:20])[N:8]([CH2:7][C:2]1[CH:3]=[CH:4][CH:5]=[CH:6][N:1]=1)[CH:17]=[CH:16]3.[ClH:30], predict the reactants needed to synthesize it. (5) Given the product [C:37]([C:34]1[CH:33]=[CH:32][C:31]([C:28]2[O:27][C:26]([C:7]3[CH:6]=[C:5]([OH:4])[CH:10]=[C:9]([C:11]4[O:12][C:13]([C:16]5[CH:17]=[CH:18][C:19]([C:22]([CH3:25])([CH3:24])[CH3:23])=[CH:20][CH:21]=5)=[N:14][N:15]=4)[CH:8]=3)=[N:30][N:29]=2)=[CH:36][CH:35]=1)([CH3:40])([CH3:39])[CH3:38], predict the reactants needed to synthesize it. The reactants are: C([O:4][C:5]1[CH:10]=[C:9]([C:11]2[O:12][C:13]([C:16]3[CH:21]=[CH:20][C:19]([C:22]([CH3:25])([CH3:24])[CH3:23])=[CH:18][CH:17]=3)=[N:14][N:15]=2)[CH:8]=[C:7]([C:26]2[O:27][C:28]([C:31]3[CH:36]=[CH:35][C:34]([C:37]([CH3:40])([CH3:39])[CH3:38])=[CH:33][CH:32]=3)=[N:29][N:30]=2)[CH:6]=1)(=O)C.[OH-].[Na+].Cl. (6) Given the product [NH2:1][C:2]1[S:6][N:5]=[C:4]([CH3:7])[C:3]=1[C:8]([NH:25][C:22]1[CH:23]=[N:24][C:19]([O:18][C:17]2[CH:26]=[CH:27][C:28]([F:30])=[CH:29][C:16]=2[F:15])=[CH:20][CH:21]=1)=[O:10], predict the reactants needed to synthesize it. The reactants are: [NH2:1][C:2]1[S:6][N:5]=[C:4]([CH3:7])[C:3]=1[C:8]([OH:10])=O.S(Cl)(Cl)=O.[F:15][C:16]1[CH:29]=[C:28]([F:30])[CH:27]=[CH:26][C:17]=1[O:18][C:19]1[N:24]=[CH:23][C:22]([NH2:25])=[CH:21][CH:20]=1.C(N(CC)CC)C. (7) Given the product [CH2:1]([N:3]1[CH2:8][CH2:7][N:6]([C:9]2[CH:10]=[CH:11][C:12]([O:19][CH3:20])=[C:13]3[C:18]=2[CH2:17][NH:16][CH2:15][CH2:14]3)[CH2:5][CH2:4]1)[CH3:2], predict the reactants needed to synthesize it. The reactants are: [CH2:1]([N:3]1[CH2:8][CH2:7][N:6]([C:9]2[CH:10]=[CH:11][C:12]([O:19][CH3:20])=[C:13]3[C:18]=2[CH:17]=[N:16][CH:15]=[CH:14]3)[CH2:5][CH2:4]1)[CH3:2]. (8) Given the product [F:44][C:43]([F:46])([F:45])[C:42]1[CH:41]=[CH:40][N:39]=[CH:38][C:37]=1[N:23]1[CH:24]=[CH:25][C:26]2[NH:27][C:28]3[CH:29]=[CH:30][CH:31]=[CH:32][C:33]=3[C:34]=2[C:22]1=[O:35], predict the reactants needed to synthesize it. The reactants are: CC1C=CN=CC=1N1C=CC2NC3C=CC=CC=3C=2C1=O.[C:22]1(=[O:35])[C:34]2[C:33]3[CH:32]=[CH:31][CH:30]=[CH:29][C:28]=3[NH:27][C:26]=2[CH:25]=[CH:24][NH:23]1.Br[C:37]1[CH:38]=[N:39][CH:40]=[CH:41][C:42]=1[C:43]([F:46])([F:45])[F:44].OC1C=CC=C2C=1N=CC=C2.C([O-])([O-])=O.[K+].[K+].